From a dataset of Full USPTO retrosynthesis dataset with 1.9M reactions from patents (1976-2016). Predict the reactants needed to synthesize the given product. (1) Given the product [CH3:1][C:2]1[N:3]([C:18]2[CH:19]=[CH:20][C:21]([O:24][C:25]([F:27])([F:26])[F:28])=[CH:22][CH:23]=2)[C:4]([C:12]2[CH:13]=[CH:14][CH:15]=[CH:16][CH:17]=2)=[CH:5][C:6]=1[C:7]([OH:9])=[O:8], predict the reactants needed to synthesize it. The reactants are: [CH3:1][C:2]1[N:3]([C:18]2[CH:23]=[CH:22][C:21]([O:24][C:25]([F:28])([F:27])[F:26])=[CH:20][CH:19]=2)[C:4]([C:12]2[CH:17]=[CH:16][CH:15]=[CH:14][CH:13]=2)=[CH:5][C:6]=1[C:7]([O:9]CC)=[O:8].[OH-].[Na+].Cl. (2) Given the product [F:1][C@H:2]1[CH2:3][NH:4][CH2:5][C@H:6]1[CH2:7][NH:8][C:9](=[O:10])[O:11][CH2:12][C:13]1[CH:18]=[CH:17][CH:16]=[CH:15][CH:14]=1, predict the reactants needed to synthesize it. The reactants are: [F:1][C@H:2]1[C@H:6]([CH2:7][NH:8][C:9]([O:11][CH2:12][C:13]2[CH:18]=[CH:17][CH:16]=[CH:15][CH:14]=2)=[O:10])[CH2:5][N:4](C(OC(C)(C)C)=O)[CH2:3]1.C(O)(C(F)(F)F)=O.CC[NH+](CC)CC.CC[NH+](CC)CC.C([O-])([O-])=O.